From a dataset of Reaction yield outcomes from USPTO patents with 853,638 reactions. Predict the reaction yield, written as a fraction of the theoretical maximum amount of product (1.0 means a 100% yield; for example, 0.34 means a 34% yield). The reactants are [NH:1]1[CH2:7][CH2:6][CH2:5][CH2:4][C@H:3]([NH2:8])[CH2:2]1.[C:9]([O:13][C:14](ON1C(=O)CCC1=O)=[O:15])([CH3:12])([CH3:11])[CH3:10].C1(=O)NC(=O)CC1.C1C=C2C(C(O)(O)C(=O)C2=CC=1)=O.[NH4+].[OH-]. The catalyst is C(Cl)Cl.CO. The product is [C:9]([O:13][C:14]([N:1]1[CH2:7][CH2:6][CH2:5][CH2:4][C@H:3]([NH2:8])[CH2:2]1)=[O:15])([CH3:12])([CH3:11])[CH3:10]. The yield is 0.540.